This data is from Catalyst prediction with 721,799 reactions and 888 catalyst types from USPTO. The task is: Predict which catalyst facilitates the given reaction. (1) Reactant: [CH:1]([O:4][C:5]1[N:12]=[CH:11][CH:10]=[CH:9][C:6]=1[C:7]#[N:8])([CH3:3])[CH3:2].Cl. Product: [NH2:8][CH2:7][C:6]1[C:5]([O:4][CH:1]([CH3:3])[CH3:2])=[N:12][CH:11]=[CH:10][CH:9]=1. The catalyst class is: 129. (2) Reactant: [CH3:1][O:2][C:3]1[CH:4]=[C:5]([SH:9])[CH:6]=[CH:7][CH:8]=1.[CH2:10]([O:12][CH:13]([O:16][CH2:17][CH3:18])[CH2:14]Br)[CH3:11].C(=O)([O-])[O-].[K+].[K+]. Product: [CH2:10]([O:12][CH:13]([O:16][CH2:17][CH3:18])[CH2:14][S:9][C:5]1[CH:6]=[CH:7][CH:8]=[C:3]([O:2][CH3:1])[CH:4]=1)[CH3:11]. The catalyst class is: 21. (3) The catalyst class is: 4. Product: [C:2]([C@@H:3]([NH:22][C:23]([C:25]1([NH:31][C:32](=[O:38])[O:33][C:34]([CH3:36])([CH3:35])[CH3:37])[CH2:30][CH2:29][O:28][CH2:27][CH2:26]1)=[O:24])[CH2:4][C:5]1[CH:10]=[CH:9][C:8]([C:11]2[CH:12]=[CH:13][C:14]3[O:18][C:17](=[O:19])[N:16]([CH3:20])[C:15]=3[CH:21]=2)=[CH:7][CH:6]=1)#[N:1]. Reactant: [NH2:1][C:2](=O)[C@@H:3]([NH:22][C:23]([C:25]1([NH:31][C:32](=[O:38])[O:33][C:34]([CH3:37])([CH3:36])[CH3:35])[CH2:30][CH2:29][O:28][CH2:27][CH2:26]1)=[O:24])[CH2:4][C:5]1[CH:10]=[CH:9][C:8]([C:11]2[CH:12]=[CH:13][C:14]3[O:18][C:17](=[O:19])[N:16]([CH3:20])[C:15]=3[CH:21]=2)=[CH:7][CH:6]=1.CC[N+](S(N=C(OC)[O-])(=O)=O)(CC)CC.